This data is from CYP2C19 inhibition data for predicting drug metabolism from PubChem BioAssay. The task is: Regression/Classification. Given a drug SMILES string, predict its absorption, distribution, metabolism, or excretion properties. Task type varies by dataset: regression for continuous measurements (e.g., permeability, clearance, half-life) or binary classification for categorical outcomes (e.g., BBB penetration, CYP inhibition). Dataset: cyp2c19_veith. (1) The molecule is CC(C)OC(=O)NCCOC(=O)Nc1cccc(Cl)c1. The result is 1 (inhibitor). (2) The drug is C[C@@H](c1ccccc1)N1C(=O)[C@@H]2CC=C3C(=O)[C@H]4O[C@H]4[C@@H](O)[C@H]3[C@H]2C1=O. The result is 0 (non-inhibitor). (3) The drug is CCN(C(=O)Cc1ccccc1OC)c1nnc(-c2ccncc2)s1. The result is 1 (inhibitor).